The task is: Predict the reaction yield, written as a fraction of the theoretical maximum amount of product (1.0 means a 100% yield; for example, 0.34 means a 34% yield).. This data is from Reaction yield outcomes from USPTO patents with 853,638 reactions. (1) The reactants are C([O:8][C:9]1[CH:17]=[C:16]2[C:12]([C:13]([C:19]3[N:27]([S:28]([C:31]4[CH:36]=[CH:35][C:34]([CH3:37])=[CH:33][CH:32]=4)(=[O:30])=[O:29])[C:22]4=[N:23][CH:24]=[CH:25][CH:26]=[C:21]4[CH:20]=3)=[CH:14][N:15]2[CH3:18])=[CH:11][C:10]=1[O:38][CH3:39])C1C=CC=CC=1.C[Si](I)(C)C. The catalyst is C(#N)C. The product is [CH3:39][O:38][C:10]1[CH:11]=[C:12]2[C:16](=[CH:17][C:9]=1[OH:8])[N:15]([CH3:18])[CH:14]=[C:13]2[C:19]1[N:27]([S:28]([C:31]2[CH:32]=[CH:33][C:34]([CH3:37])=[CH:35][CH:36]=2)(=[O:30])=[O:29])[C:22]2=[N:23][CH:24]=[CH:25][CH:26]=[C:21]2[CH:20]=1. The yield is 0.700. (2) The reactants are C(O[C:5](=[O:7])[CH3:6])(=O)C.[CH:8]12[CH2:13][CH:12]1[CH2:11][N:10]([C:14]([C:16]1[S:17][C:18]([C:28]3[CH:33]=[CH:32][C:31]([S:34]([NH2:37])(=[O:36])=[O:35])=[CH:30][CH:29]=3)=[C:19]([C:21]3[CH:26]=[CH:25][C:24]([Cl:27])=[CH:23][CH:22]=3)[N:20]=1)=[O:15])[CH2:9]2. The catalyst is N1C=CC=CC=1.O. The product is [CH:12]12[CH2:13][CH:8]1[CH2:9][N:10]([C:14]([C:16]1[S:17][C:18]([C:28]3[CH:33]=[CH:32][C:31]([S:34]([NH:37][C:5](=[O:7])[CH3:6])(=[O:36])=[O:35])=[CH:30][CH:29]=3)=[C:19]([C:21]3[CH:22]=[CH:23][C:24]([Cl:27])=[CH:25][CH:26]=3)[N:20]=1)=[O:15])[CH2:11]2. The yield is 0.214. (3) The catalyst is OS(O)(=O)=O. The product is [Br:1][C:2]1[CH:7]=[C:6]([C:8]([CH3:9])([CH3:11])[CH3:10])[C:5]([N+:13]([O-:15])=[O:14])=[CH:4][C:3]=1[NH2:12]. The yield is 0.780. The reactants are [Br:1][C:2]1[CH:7]=[C:6]([C:8]([CH3:11])([CH3:10])[CH3:9])[CH:5]=[CH:4][C:3]=1[NH2:12].[N+:13]([O-])([O-:15])=[O:14].[K+]. (4) The reactants are [F:1][C:2]1[CH:10]=[C:9]2[C:5]([CH2:6][N:7]([CH3:11])[NH:8]2)=[CH:4][C:3]=1[C:12]([F:19])([F:18])[C:13](OCC)=[O:14].[NH2:20][NH2:21]. The catalyst is C(O)C. The product is [F:18][C:12]([F:19])([C:3]1[C:2]([F:1])=[CH:10][C:9]2[C:5](=[CH:6][N:7]([CH3:11])[N:8]=2)[CH:4]=1)[C:13]([NH:20][NH2:21])=[O:14]. The yield is 1.00. (5) The reactants are [CH3:1][O:2][C:3]1[CH:8]=[CH:7][CH:6]=[CH:5][C:4]=1[OH:9].F[C:11]1[CH:16]=[CH:15][C:14]([S:17]([CH3:20])(=[O:19])=[O:18])=[CH:13][C:12]=1[N+:21]([O-:23])=[O:22].[CH3:24][O:25][C:26]1[CH:43]=[CH:42][CH:41]=[CH:40][C:27]=1[O:28][C:29]1[CH:35]=[CH:34][C:33]([S:36]([CH3:39])(=[O:38])=[O:37])=[CH:32][C:30]=1[NH2:31].[NH2:44][C:45]1[S:46][CH:47]=[CH:48][N:49]=1. No catalyst specified. The product is [CH3:1][O:2][C:3]1[CH:8]=[CH:7][CH:6]=[CH:5][C:4]=1[O:9][C:11]1[CH:16]=[CH:15][C:14]([S:17]([CH3:20])(=[O:19])=[O:18])=[CH:13][C:12]=1[N+:21]([O-:23])=[O:22].[CH3:24][O:25][C:26]1[CH:43]=[CH:42][CH:41]=[CH:40][C:27]=1[O:28][C:29]1[CH:35]=[CH:34][C:33]([S:36]([CH3:39])(=[O:37])=[O:38])=[CH:32][C:30]=1[NH:31][C:4]([NH:44][C:45]1[S:46][CH:47]=[CH:48][N:49]=1)=[O:9]. The yield is 0.750. (6) The reactants are C(OC([N:8]1[CH2:11][CH:10]([N:12]2[C:16]3[CH:17]=[C:18]([F:21])[CH:19]=[CH:20][C:15]=3[N:14]=[C:13]2[C@@H:22]([NH:24][C:25]2[N:33]=[CH:32][N:31]=[C:30]3[C:26]=2[N:27]=[CH:28][NH:29]3)[CH3:23])[CH2:9]1)=O)(C)(C)C.C(O)(C(F)(F)F)=O. The catalyst is C(Cl)Cl. The product is [NH:8]1[CH2:9][CH:10]([N:12]2[C:16]3[CH:17]=[C:18]([F:21])[CH:19]=[CH:20][C:15]=3[N:14]=[C:13]2[CH:22]([NH:24][C:25]2[N:33]=[CH:32][N:31]=[C:30]3[C:26]=2[N:27]=[CH:28][NH:29]3)[CH3:23])[CH2:11]1. The yield is 0.960. (7) The reactants are Br[C:2]1[O:6][C:5]([C:7]2[O:8][C:9]([C:12]3[CH:19]=[CH:18][C:15]([C:16]#[N:17])=[CH:14][CH:13]=3)=[CH:10][CH:11]=2)=[CH:4][CH:3]=1.[CH3:20][N:21](C=O)C. No catalyst specified. The product is [C:16]([C:15]1[CH:18]=[CH:19][C:12]([C:9]2[O:8][C:7]([C:5]3[O:6][C:2]([C:20]#[N:21])=[CH:3][CH:4]=3)=[CH:11][CH:10]=2)=[CH:13][CH:14]=1)#[N:17]. The yield is 0.400. (8) The product is [C:1]([C:3]1[CH:8]=[CH:7][C:6]([N:9]2[C@@H:13]([C:14]([O:16][CH3:25])=[O:15])[CH2:12][N:11]([CH3:17])[C:10]2=[O:18])=[CH:5][C:4]=1[C:19]([F:21])([F:22])[F:20])#[N:2]. The catalyst is C1COCC1. The yield is 0.720. The reactants are [C:1]([C:3]1[CH:8]=[CH:7][C:6]([N:9]2[C@@H:13]([C:14]([OH:16])=[O:15])[CH2:12][N:11]([CH3:17])[C:10]2=[O:18])=[CH:5][C:4]=1[C:19]([F:22])([F:21])[F:20])#[N:2].[N+](=[CH2:25])=[N-].[Na+].[Cl-]. (9) The reactants are [Cl:1][C:2]1[CH:6]=[N:5][N:4]([CH3:7])[C:3]=1[C:8]1[CH:9]=[C:10]([NH:15][C:16]([NH:18][C:19]2[CH:24]=[CH:23][C:22]([F:25])=[CH:21][C:20]=2[F:26])=[O:17])[CH:11]=[CH:12][C:13]=1[OH:14].C1(P(C2C=CC=CC=2)C2C=CC=CC=2)C=CC=CC=1.[CH3:46][N:47]([CH3:52])[CH2:48][CH2:49][CH2:50]O.N(C(OC(C)C)=O)=NC(OC(C)C)=O. The catalyst is C1COCC1. The product is [Cl:1][C:2]1[CH:6]=[N:5][N:4]([CH3:7])[C:3]=1[C:8]1[CH:9]=[C:10]([NH:15][C:16]([NH:18][C:19]2[CH:24]=[CH:23][C:22]([F:25])=[CH:21][C:20]=2[F:26])=[O:17])[CH:11]=[CH:12][C:13]=1[O:14][CH2:50][CH2:49][CH2:48][N:47]([CH3:52])[CH3:46]. The yield is 0.254.